Dataset: Reaction yield outcomes from USPTO patents with 853,638 reactions. Task: Predict the reaction yield, written as a fraction of the theoretical maximum amount of product (1.0 means a 100% yield; for example, 0.34 means a 34% yield). (1) The reactants are [F:1][C:2]1[CH:3]=[C:4]([C:11](=O)[CH2:12][C:13]([O:15]C)=O)[CH:5]=[C:6]([F:10])[C:7]=1[S:8][CH3:9].[CH3:18][NH:19][NH2:20]. No catalyst specified. The product is [F:1][C:2]1[CH:3]=[C:4]([C:11]2[CH2:12][C:13](=[O:15])[N:19]([CH3:18])[N:20]=2)[CH:5]=[C:6]([F:10])[C:7]=1[S:8][CH3:9]. The yield is 0.860. (2) The reactants are [S:1]1[C:5]([CH2:6][O:7][C:8]([NH:10][C@@H:11]([CH2:33][C:34]2[CH:39]=[CH:38][CH:37]=[CH:36][CH:35]=2)[CH2:12][NH:13][CH2:14][C@@H:15]([NH:23][C:24]([O:26][CH2:27][C:28]2[S:32][CH:31]=[N:30][CH:29]=2)=[O:25])[CH2:16][C:17]2[CH:22]=[CH:21][CH:20]=[CH:19][CH:18]=2)=[O:9])=[CH:4][N:3]=[CH:2]1.[CH3:40][CH:41]([CH3:44])[CH:42]=O.C(O)(=O)C.C(O[BH-](OC(=O)C)OC(=O)C)(=O)C.[Na+].C(=O)(O)[O-].[Na+]. The catalyst is ClCCCl. The product is [CH3:40][CH:41]([CH3:44])[CH2:42][N:13]([CH2:14][C@@H:15]([NH:23][C:24]([O:26][CH2:27][C:28]1[S:32][CH:31]=[N:30][CH:29]=1)=[O:25])[CH2:16][C:17]1[CH:18]=[CH:19][CH:20]=[CH:21][CH:22]=1)[CH2:12][C@@H:11]([NH:10][C:8]([O:7][CH2:6][C:5]1[S:1][CH:2]=[N:3][CH:4]=1)=[O:9])[CH2:33][C:34]1[CH:39]=[CH:38][CH:37]=[CH:36][CH:35]=1. The yield is 0.780.